This data is from NCI-60 drug combinations with 297,098 pairs across 59 cell lines. The task is: Regression. Given two drug SMILES strings and cell line genomic features, predict the synergy score measuring deviation from expected non-interaction effect. Synergy scores: CSS=10.4, Synergy_ZIP=3.11, Synergy_Bliss=2.56, Synergy_Loewe=-16.8, Synergy_HSA=-9.23. Drug 1: CCCS(=O)(=O)NC1=C(C(=C(C=C1)F)C(=O)C2=CNC3=C2C=C(C=N3)C4=CC=C(C=C4)Cl)F. Cell line: HL-60(TB). Drug 2: CC1CCC2CC(C(=CC=CC=CC(CC(C(=O)C(C(C(=CC(C(=O)CC(OC(=O)C3CCCCN3C(=O)C(=O)C1(O2)O)C(C)CC4CCC(C(C4)OC)OCCO)C)C)O)OC)C)C)C)OC.